This data is from Catalyst prediction with 721,799 reactions and 888 catalyst types from USPTO. The task is: Predict which catalyst facilitates the given reaction. (1) Reactant: [C:1](/[CH:3]=[CH:4]/[CH:5]1[CH2:9][CH2:8][N:7]([C:10]([O:12][CH2:13][C:14]2[CH:19]=[CH:18][CH:17]=[CH:16][CH:15]=2)=[O:11])[CH2:6]1)#[N:2].C(/C=C\C1CCN(C(OCC2C=CC=CC=2)=O)C1)#N.C1CCN2C(=NCCC2)CC1.[NH:50]1[CH:54]=[C:53]([C:55]2[C:56]3[CH:63]=[CH:62][N:61]([CH2:64][O:65][CH2:66][CH2:67][Si:68]([CH3:71])([CH3:70])[CH3:69])[C:57]=3[N:58]=[CH:59][N:60]=2)[CH:52]=[N:51]1. Product: [C:1]([CH2:3][CH:4]([CH:5]1[CH2:9][CH2:8][N:7]([C:10]([O:12][CH2:13][C:14]2[CH:15]=[CH:16][CH:17]=[CH:18][CH:19]=2)=[O:11])[CH2:6]1)[N:50]1[CH:54]=[C:53]([C:55]2[C:56]3[CH:63]=[CH:62][N:61]([CH2:64][O:65][CH2:66][CH2:67][Si:68]([CH3:71])([CH3:70])[CH3:69])[C:57]=3[N:58]=[CH:59][N:60]=2)[CH:52]=[N:51]1)#[N:2]. The catalyst class is: 10. (2) Reactant: [NH3:1].[Cl:2][C:3]1[CH:10]=[CH:9][C:6]([C:7]#[N:8])=[C:5]([O:11][C:12]2[CH:17]=[CH:16][CH:15]=[C:14]([CH2:18]Cl)[C:13]=2[S:20][CH3:21])[CH:4]=1.[C:22]([OH:29])(=[O:28])/[CH:23]=[CH:24]/[C:25]([OH:27])=[O:26]. Product: [C:22]([OH:29])(=[O:28])/[CH:23]=[CH:24]/[C:25]([OH:27])=[O:26].[Cl:2][C:3]1[CH:10]=[CH:9][C:6]([C:7]#[N:8])=[C:5]([O:11][C:12]2[CH:17]=[CH:16][CH:15]=[C:14]([CH2:18][NH2:1])[C:13]=2[S:20][CH3:21])[CH:4]=1. The catalyst class is: 5. (3) Reactant: [NH2:1][C@H:2]([CH2:22][C:23]1[CH:28]=[CH:27][C:26]([Cl:29])=[CH:25][CH:24]=1)[C:3]([N:5]1[CH2:10][CH2:9][CH:8]([C:11]2[CH:16]=[CH:15][CH:14]=[CH:13][C:12]=2[NH:17][S:18]([CH3:21])(=[O:20])=[O:19])[CH2:7][CH2:6]1)=[O:4].CCN(C(C)C)C(C)C.[C:39]([N:46]1[CH2:49][CH:48]([C:50](O)=[O:51])[CH2:47]1)([O:41][C:42]([CH3:45])([CH3:44])[CH3:43])=[O:40].C1C=NC2N(O)N=NC=2C=1.C(Cl)CCl. The catalyst class is: 3. Product: [Cl:29][C:26]1[CH:25]=[CH:24][C:23]([CH2:22][C@@H:2]([NH:1][C:50]([CH:48]2[CH2:49][N:46]([C:39]([O:41][C:42]([CH3:45])([CH3:44])[CH3:43])=[O:40])[CH2:47]2)=[O:51])[C:3]([N:5]2[CH2:10][CH2:9][CH:8]([C:11]3[CH:16]=[CH:15][CH:14]=[CH:13][C:12]=3[NH:17][S:18]([CH3:21])(=[O:19])=[O:20])[CH2:7][CH2:6]2)=[O:4])=[CH:28][CH:27]=1. (4) Reactant: [CH3:1][C:2]1[CH:3]=[C:4]([NH:13][C:14]2[N:19]=[C:18]([C:20]([F:23])([F:22])[F:21])[CH:17]=[CH:16][N:15]=2)[CH:5]=[C:6]([C:8]2[S:12][CH:11]=[N:10][CH:9]=2)[CH:7]=1.[Li+].CC([N-]C(C)C)C.[F:32][C:33]([F:40])([F:39])[C:34]([O:36]CC)=[O:35]. Product: [F:32][C:33]([F:40])([F:39])[C:34]([C:11]1[S:12][C:8]([C:6]2[CH:5]=[C:4]([NH:13][C:14]3[N:19]=[C:18]([C:20]([F:21])([F:23])[F:22])[CH:17]=[CH:16][N:15]=3)[CH:3]=[C:2]([CH3:1])[CH:7]=2)=[CH:9][N:10]=1)([OH:36])[OH:35]. The catalyst class is: 1. (5) Reactant: [CH2:1]([O:8][C:9]1[CH:18]=[C:17]2[C:12]([C:13]([Cl:19])=[N:14][CH:15]=[N:16]2)=[CH:11][C:10]=1[O:20][CH3:21])[C:2]1[CH:7]=[CH:6][CH:5]=[CH:4][CH:3]=1.[Cl:22][C:23]1[CH:29]=[CH:28][C:26]([NH2:27])=[C:25]([F:30])[CH:24]=1. Product: [ClH:19].[CH2:1]([O:8][C:9]1[CH:18]=[C:17]2[C:12]([C:13]([NH:27][C:26]3[CH:28]=[CH:29][C:23]([Cl:22])=[CH:24][C:25]=3[F:30])=[N:14][CH:15]=[N:16]2)=[CH:11][C:10]=1[O:20][CH3:21])[C:2]1[CH:7]=[CH:6][CH:5]=[CH:4][CH:3]=1. The catalyst class is: 41. (6) Reactant: [Cl:1][C:2]1[CH:7]=[C:6]([F:8])[CH:5]=[CH:4][C:3]=1[C:9]1[S:13][C:12]([C:14]([N:16]2[CH2:21][CH2:20][C:19]([NH:25][CH2:26][CH2:27][C:28]([F:31])([F:30])[F:29])([C:22]([NH2:24])=[O:23])[CH2:18][CH2:17]2)=[O:15])=[CH:11][C:10]=1[C:32]1[CH:37]=[CH:36][C:35]([O:38][CH2:39][CH2:40][CH2:41][O:42]C2CCCCO2)=[CH:34][CH:33]=1.Cl. Product: [ClH:1].[Cl:1][C:2]1[CH:7]=[C:6]([F:8])[CH:5]=[CH:4][C:3]=1[C:9]1[S:13][C:12]([C:14]([N:16]2[CH2:21][CH2:20][C:19]([NH:25][CH2:26][CH2:27][C:28]([F:31])([F:30])[F:29])([C:22]([NH2:24])=[O:23])[CH2:18][CH2:17]2)=[O:15])=[CH:11][C:10]=1[C:32]1[CH:33]=[CH:34][C:35]([O:38][CH2:39][CH2:40][CH2:41][OH:42])=[CH:36][CH:37]=1. The catalyst class is: 5.